This data is from NCI-60 drug combinations with 297,098 pairs across 59 cell lines. The task is: Regression. Given two drug SMILES strings and cell line genomic features, predict the synergy score measuring deviation from expected non-interaction effect. (1) Synergy scores: CSS=-1.71, Synergy_ZIP=-1.37, Synergy_Bliss=-1.38, Synergy_Loewe=-15.5, Synergy_HSA=-5.44. Drug 2: C1=NC2=C(N=C(N=C2N1C3C(C(C(O3)CO)O)F)Cl)N. Cell line: NCI-H522. Drug 1: CN1C(=O)N2C=NC(=C2N=N1)C(=O)N. (2) Drug 1: CN1C(=O)N2C=NC(=C2N=N1)C(=O)N. Drug 2: CC1C(C(CC(O1)OC2CC(CC3=C2C(=C4C(=C3O)C(=O)C5=C(C4=O)C(=CC=C5)OC)O)(C(=O)CO)O)N)O.Cl. Cell line: HCT116. Synergy scores: CSS=41.1, Synergy_ZIP=-0.499, Synergy_Bliss=-3.25, Synergy_Loewe=-25.0, Synergy_HSA=-4.73.